The task is: Predict the reaction yield, written as a fraction of the theoretical maximum amount of product (1.0 means a 100% yield; for example, 0.34 means a 34% yield).. This data is from Reaction yield outcomes from USPTO patents with 853,638 reactions. (1) The reactants are [Br:1][C:2]1[CH:3]=[N:4][CH:5]=[CH:6][C:7]=1[SH:8].Br[C:10]([CH3:17])([CH3:16])[C:11]([O:13][CH2:14][CH3:15])=[O:12].C(=O)([O-])[O-].[Na+].[Na+]. The catalyst is CN(C=O)C. The product is [Br:1][C:2]1[CH:3]=[N:4][CH:5]=[CH:6][C:7]=1[S:8][C:10]([CH3:17])([CH3:16])[C:11]([O:13][CH2:14][CH3:15])=[O:12]. The yield is 0.880. (2) The product is [Cl:1][C:2]1[CH:7]=[CH:6][C:5]([NH:8][C:9]([N:11]2[CH2:15][CH2:14][C@@H:13]([OH:16])[CH2:12]2)=[S:10])=[CH:4][CH:3]=1. The catalyst is C(O)C. The yield is 0.920. The reactants are [Cl:1][C:2]1[CH:7]=[CH:6][C:5]([N:8]=[C:9]=[S:10])=[CH:4][CH:3]=1.[NH:11]1[CH2:15][CH2:14][C@@H:13]([OH:16])[CH2:12]1.